Dataset: Reaction yield outcomes from USPTO patents with 853,638 reactions. Task: Predict the reaction yield, written as a fraction of the theoretical maximum amount of product (1.0 means a 100% yield; for example, 0.34 means a 34% yield). (1) The product is [Br:1][C:2]1[CH:3]=[CH:4][C:5]([CH2:6][N:7]2[C:16]3[C:11](=[C:12]([CH2:17][CH:18]4[S:22][C:21](=[S:23])[NH:20][C:19]4=[O:24])[CH:13]=[CH:14][CH:15]=3)[CH2:10][CH2:9][C:8]2=[O:25])=[CH:26][CH:27]=1. The yield is 0.890. The reactants are [Br:1][C:2]1[CH:27]=[CH:26][C:5]([CH2:6][N:7]2[C:16]3[C:11](=[C:12]([CH:17]=[C:18]4[S:22][C:21](=[S:23])[NH:20][C:19]4=[O:24])[CH:13]=[CH:14][CH:15]=3)[CH2:10][CH2:9][C:8]2=[O:25])=[CH:4][CH:3]=1.[OH-].[Na+].CC(=NO)C(C)=NO.[BH4-].[Na+].S([O-])(O)(=O)=O.[K+]. The catalyst is CN(C=O)C.C1COCC1.O.CO. (2) The reactants are [CH3:1][O:2][C:3]1[CH:8]=[CH:7][C:6]([C:9]([NH:24][C:25]2[O:26][CH2:27][C@H:28]([F:40])[C@:29]([C:32]3[CH:37]=[C:36](Br)[CH:35]=[CH:34][C:33]=3[F:39])([CH3:31])[N:30]=2)([C:16]2[CH:21]=[CH:20][C:19]([O:22][CH3:23])=[CH:18][CH:17]=2)[C:10]2[CH:15]=[CH:14][CH:13]=[CH:12][CH:11]=2)=[CH:5][CH:4]=1.[F:41][CH:42]([F:51])[O:43][C:44]1[CH:50]=[CH:49][CH:48]=[CH:47][C:45]=1[NH2:46]. No catalyst specified. The product is [CH3:1][O:2][C:3]1[CH:8]=[CH:7][C:6]([C:9]([NH:24][C:25]2[O:26][CH2:27][C@H:28]([F:40])[C@:29]([C:32]3[CH:37]=[C:36]([NH:46][C:45]4[CH:47]=[CH:48][CH:49]=[CH:50][C:44]=4[O:43][CH:42]([F:41])[F:51])[CH:35]=[CH:34][C:33]=3[F:39])([CH3:31])[N:30]=2)([C:16]2[CH:21]=[CH:20][C:19]([O:22][CH3:23])=[CH:18][CH:17]=2)[C:10]2[CH:15]=[CH:14][CH:13]=[CH:12][CH:11]=2)=[CH:5][CH:4]=1. The yield is 0.450.